Dataset: Forward reaction prediction with 1.9M reactions from USPTO patents (1976-2016). Task: Predict the product of the given reaction. (1) Given the reactants [N:1]1([CH:14]([CH3:17])[CH2:15][NH2:16])[C:10]2[C:5](=[CH:6][CH:7]=[CH:8][CH:9]=2)[C:4]2([CH2:13][CH2:12][CH2:11]2)[CH2:3][CH2:2]1.C=O.F[C:21](F)(F)C(O)=O, predict the reaction product. The product is: [CH3:17][CH:14]1[N:1]2[CH2:2][CH2:3][C:4]3([CH2:13][CH2:12][CH2:11]3)[C:5]3[C:10]2=[C:9]([CH:8]=[CH:7][CH:6]=3)[CH2:21][NH:16][CH2:15]1. (2) Given the reactants [CH2:1]([N:4]1[C:13]2[C:8](=[CH:9][C:10]([F:14])=[CH:11][CH:12]=2)[N:7]([C:15](=[O:24])[C:16]2[CH:21]=[CH:20][C:19]([O:22]C)=[CH:18][CH:17]=2)[C@H:6]([CH2:25][CH3:26])[C:5]1=[O:27])[CH:2]=[CH2:3].C([C@H]1N(C(=O)C2C=CC(O)=CC=2)C2C(=CC(F)=CC=2)N(C)C1=O)C, predict the reaction product. The product is: [CH2:1]([N:4]1[C:13]2[C:8](=[CH:9][C:10]([F:14])=[CH:11][CH:12]=2)[N:7]([C:15](=[O:24])[C:16]2[CH:17]=[CH:18][C:19]([OH:22])=[CH:20][CH:21]=2)[C@H:6]([CH2:25][CH3:26])[C:5]1=[O:27])[CH:2]=[CH2:3].